Dataset: Full USPTO retrosynthesis dataset with 1.9M reactions from patents (1976-2016). Task: Predict the reactants needed to synthesize the given product. (1) Given the product [Cl:12][C:13]1[C:19]([CH3:20])=[CH:18][CH:17]=[CH:16][C:14]=1[NH:15][C:2]1[CH:7]=[CH:6][CH:5]=[CH:4][C:3]=1[CH2:8][C:9]([OH:11])=[O:10], predict the reactants needed to synthesize it. The reactants are: Br[C:2]1[CH:7]=[CH:6][CH:5]=[CH:4][C:3]=1[CH2:8][C:9]([OH:11])=[O:10].[Cl:12][C:13]1[C:19]([CH3:20])=[CH:18][CH:17]=[CH:16][C:14]=1[NH2:15]. (2) Given the product [CH2:12]([O:11][C:3](=[O:10])[CH:4]([CH2:18][CH2:17][C:16]([F:21])([F:20])[C:15]([Br:14])([F:23])[F:22])[C:5]([O:7][CH2:8][CH3:9])=[O:6])[CH3:13], predict the reactants needed to synthesize it. The reactants are: [H-].[Na+].[C:3]([O:11][CH2:12][CH3:13])(=[O:10])[CH2:4][C:5]([O:7][CH2:8][CH3:9])=[O:6].[Br:14][C:15]([F:23])([F:22])[C:16]([F:21])([F:20])[CH2:17][CH2:18]I.Cl. (3) The reactants are: Cl[C:2]1[CH:9]=[CH:8][C:7]([N+:10]([O-])=O)=[CH:6][C:3]=1[C:4]#[N:5].[CH3:13][C:14]([CH3:19])([CH2:17][OH:18])[CH2:15][OH:16]. Given the product [NH2:10][C:7]1[CH:8]=[CH:9][C:2]([O:16][CH2:15][C:14]([CH3:19])([CH3:13])[CH2:17][OH:18])=[C:3]([CH:6]=1)[C:4]#[N:5], predict the reactants needed to synthesize it.